From a dataset of NCI-60 drug combinations with 297,098 pairs across 59 cell lines. Regression. Given two drug SMILES strings and cell line genomic features, predict the synergy score measuring deviation from expected non-interaction effect. (1) Drug 1: C1CCC(C1)C(CC#N)N2C=C(C=N2)C3=C4C=CNC4=NC=N3. Drug 2: COC1=NC(=NC2=C1N=CN2C3C(C(C(O3)CO)O)O)N. Cell line: COLO 205. Synergy scores: CSS=0.275, Synergy_ZIP=5.06, Synergy_Bliss=5.83, Synergy_Loewe=-6.03, Synergy_HSA=-3.53. (2) Drug 1: C1=NC2=C(N1)C(=S)N=C(N2)N. Drug 2: CCC1(CC2CC(C3=C(CCN(C2)C1)C4=CC=CC=C4N3)(C5=C(C=C6C(=C5)C78CCN9C7C(C=CC9)(C(C(C8N6C=O)(C(=O)OC)O)OC(=O)C)CC)OC)C(=O)OC)O.OS(=O)(=O)O. Cell line: SN12C. Synergy scores: CSS=20.0, Synergy_ZIP=-7.23, Synergy_Bliss=0.478, Synergy_Loewe=0.00403, Synergy_HSA=1.00. (3) Drug 1: C1CCN(CC1)CCOC2=CC=C(C=C2)C(=O)C3=C(SC4=C3C=CC(=C4)O)C5=CC=C(C=C5)O. Drug 2: C1=CC(=CC=C1CCCC(=O)O)N(CCCl)CCCl. Cell line: SK-MEL-28. Synergy scores: CSS=1.83, Synergy_ZIP=-2.37, Synergy_Bliss=0.138, Synergy_Loewe=-6.41, Synergy_HSA=-5.28.